Dataset: Forward reaction prediction with 1.9M reactions from USPTO patents (1976-2016). Task: Predict the product of the given reaction. (1) Given the reactants [CH2:1]([NH:4][C:5]([C:7]1[NH:8][C:9]2[C:14]([C:15]=1[C:16]1[CH:21]=[CH:20][CH:19]=[CH:18][CH:17]=1)=[CH:13][C:12]([NH2:22])=[CH:11][CH:10]=2)=[O:6])[CH2:2][CH3:3].[C:23]([C:27]1[CH:32]=[CH:31][C:30]([S:33](Cl)(=[O:35])=[O:34])=[CH:29][CH:28]=1)([CH3:26])([CH3:25])[CH3:24], predict the reaction product. The product is: [CH2:1]([NH:4][C:5]([C:7]1[NH:8][C:9]2[C:14]([C:15]=1[C:16]1[CH:21]=[CH:20][CH:19]=[CH:18][CH:17]=1)=[CH:13][C:12]([NH:22][S:33]([C:30]1[CH:31]=[CH:32][C:27]([C:23]([CH3:26])([CH3:25])[CH3:24])=[CH:28][CH:29]=1)(=[O:35])=[O:34])=[CH:11][CH:10]=2)=[O:6])[CH2:2][CH3:3]. (2) Given the reactants [C:1](#[N:8])[C:2]1[CH:7]=[CH:6][N:5]=[CH:4][CH:3]=1.C[Si](C)(C)[CH2:11][CH2:12][OH:13].[H-].[Na+].ClC1[CH:26]=[N:25][CH:24]=[CH:23]C=1C#N.[Cl-:27].[NH4+], predict the reaction product. The product is: [Cl:27][C:4]1[C:3]([O:13][C:12]2[CH:23]=[CH:24][N:25]=[CH:26][CH:11]=2)=[C:2]([CH:7]=[CH:6][N:5]=1)[C:1]#[N:8].